From a dataset of Reaction yield outcomes from USPTO patents with 853,638 reactions. Predict the reaction yield, written as a fraction of the theoretical maximum amount of product (1.0 means a 100% yield; for example, 0.34 means a 34% yield). (1) The reactants are [CH:1]12[NH:7][CH:6]1[CH2:5][CH2:4][N:3]([C:8]([O:10][CH2:11][C:12]1[CH:17]=[CH:16][CH:15]=[CH:14][CH:13]=1)=[O:9])[CH2:2]2.[P:18](Cl)(=[O:25])([O:22][CH2:23][CH3:24])[O:19][CH2:20][CH3:21].C(N(CC)CC)C. The catalyst is C(Cl)Cl. The product is [CH2:20]([O:19][P:18]([N:7]1[CH:1]2[CH:6]1[CH2:5][CH2:4][N:3]([C:8]([O:10][CH2:11][C:12]1[CH:17]=[CH:16][CH:15]=[CH:14][CH:13]=1)=[O:9])[CH2:2]2)([O:22][CH2:23][CH3:24])=[O:25])[CH3:21]. The yield is 0.210. (2) The reactants are C(OC([N:8]1[CH2:11][CH:10]([N:12]2[CH2:17][CH2:16][C:15]([F:19])([F:18])[CH2:14][CH2:13]2)[CH2:9]1)=O)(C)(C)C. The catalyst is C(Cl)Cl.C(O)(C(F)(F)F)=O. The product is [NH:8]1[CH2:11][CH:10]([N:12]2[CH2:17][CH2:16][C:15]([F:18])([F:19])[CH2:14][CH2:13]2)[CH2:9]1. The yield is 0.640. (3) The product is [CH2:44]([O:46][C:47](=[O:55])[CH2:48][C:49]1[N:50]=[C:51]([NH:54][C:8](=[O:10])[CH:7]([C:11]2[CH:16]=[CH:15][C:14]([N+:17]([O-:19])=[O:18])=[CH:13][CH:12]=2)[CH2:6][CH:1]2[CH2:2][CH2:3][CH2:4][CH2:5]2)[S:52][CH:53]=1)[CH3:45]. The catalyst is CN(C)C=O. The reactants are [CH:1]1([CH2:6][CH:7]([C:11]2[CH:16]=[CH:15][C:14]([N+:17]([O-:19])=[O:18])=[CH:13][CH:12]=2)[C:8]([OH:10])=O)[CH2:5][CH2:4][CH2:3][CH2:2]1.F[P-](F)(F)(F)(F)F.N1(OC(N(C)C)=[N+](C)C)C2C=CC=CC=2N=N1.[CH2:44]([O:46][C:47](=[O:55])[CH2:48][C:49]1[N:50]=[C:51]([NH2:54])[S:52][CH:53]=1)[CH3:45].C(N(CC)C(C)C)(C)C.Cl. The yield is 0.394. (4) The reactants are [NH2:1][C:2]1[C:3]([NH:16][CH:17]2[CH2:21][CH2:20][CH2:19][CH2:18]2)=[N:4][C:5]([NH:8][C@H:9]2[CH2:14][CH2:13][C@H:12]([OH:15])[CH2:11][CH2:10]2)=[N:6][CH:7]=1.[F:22][C:23]1[CH:28]=[CH:27][CH:26]=[C:25]([F:29])[C:24]=1[N:30]=[C:31]=S.C(O)C.CC(N=C=NC(C)C)C. The catalyst is CN(C=O)C. The product is [F:22][C:23]1[CH:28]=[CH:27][CH:26]=[C:25]([F:29])[C:24]=1[NH:30][C:31]1[N:16]([CH:17]2[CH2:21][CH2:20][CH2:19][CH2:18]2)[C:3]2[C:2]([N:1]=1)=[CH:7][N:6]=[C:5]([NH:8][C@H:9]1[CH2:10][CH2:11][C@H:12]([OH:15])[CH2:13][CH2:14]1)[N:4]=2. The yield is 0.460. (5) The product is [Cl:19][C:17]1[CH:18]=[C:13]([NH:11][C:9]2[CH:10]=[C:4]3[CH2:3][N:2]([CH3:1])[CH2:7][CH2:6][N:5]3[N:8]=2)[C:14](=[O:20])[NH:15][N:16]=1. The yield is 0.740. The reactants are [CH3:1][N:2]1[CH2:7][CH2:6][N:5]2[N:8]=[C:9]([NH2:11])[CH:10]=[C:4]2[CH2:3]1.Br[C:13]1[C:14](=[O:20])[NH:15][N:16]=[C:17]([Cl:19])[CH:18]=1.[Li+].C[Si]([N-][Si](C)(C)C)(C)C.CC1(C)C2C(=C(P(C3C=CC=CC=3)C3C=CC=CC=3)C=CC=2)OC2C(P(C3C=CC=CC=3)C3C=CC=CC=3)=CC=CC1=2.Cl. The catalyst is [Pd].[Pd].C(=CC(C=CC1C=CC=CC=1)=O)C1C=CC=CC=1.C(=CC(C=CC1C=CC=CC=1)=O)C1C=CC=CC=1.C(=CC(C=CC1C=CC=CC=1)=O)C1C=CC=CC=1.O.C1COCC1.O1CCOCC1. (6) The reactants are [CH2:1]=[CH:2][C:3]1[CH:8]=[CH:7][CH:6]=[CH:5][CH:4]=1.CC1(C)O[C@H]2[C@@H]3OC(C)(C)O[C@]3(C(O)=O)O[C@H]2C[O:11]1.O.OO.NC(N)=O. The catalyst is ClCCl. The product is [C:3]1([CH:2]2[CH2:1][O:11]2)[CH:8]=[CH:7][CH:6]=[CH:5][CH:4]=1. The yield is 0.700. (7) The yield is 0.250. The product is [CH:20]1([C:18]([C:12]2[CH:13]=[C:14]([CH3:17])[CH:15]=[CH:16][C:11]=2[NH:10][C:8]([NH:7][C:5]2[S:6][C:2]([S:31][C:27]3[N:26]([CH3:25])[CH:30]=[N:29][N:28]=3)=[CH:3][N:4]=2)=[O:9])=[O:19])[CH2:24][CH2:23][CH2:22][CH2:21]1. No catalyst specified. The reactants are Br[C:2]1[S:6][C:5]([NH:7][C:8]([NH:10][C:11]2[CH:16]=[CH:15][C:14]([CH3:17])=[CH:13][C:12]=2[C:18]([CH:20]2[CH2:24][CH2:23][CH2:22][CH2:21]2)=[O:19])=[O:9])=[N:4][CH:3]=1.[CH3:25][N:26]1[CH:30]=[N:29][N:28]=[C:27]1[SH:31].